Dataset: Full USPTO retrosynthesis dataset with 1.9M reactions from patents (1976-2016). Task: Predict the reactants needed to synthesize the given product. Given the product [NH2:1][C:2]1[CH:7]=[C:6]([C:8]2[O:12][CH:11]=[N:10][CH:9]=2)[N:5]=[C:4]([C:15]([O:18][CH3:22])=[O:17])[C:3]=1[Cl:14], predict the reactants needed to synthesize it. The reactants are: [NH2:1][C:2]1[CH:7]=[C:6]([C:8]2[O:12][CH:11]=[N:10][CH:9]=2)[N:5]=[C:4](Cl)[C:3]=1[Cl:14].[C:15]([O-:18])(=[O:17])C.[Na+].[C]=O.[CH3:22]O.